Dataset: Peptide-MHC class I binding affinity with 185,985 pairs from IEDB/IMGT. Task: Regression. Given a peptide amino acid sequence and an MHC pseudo amino acid sequence, predict their binding affinity value. This is MHC class I binding data. The peptide sequence is PLMGGAYIAFPTSCHMFI. The MHC is HLA-B07:02 with pseudo-sequence HLA-B07:02. The binding affinity (normalized) is 0.0878.